From a dataset of Forward reaction prediction with 1.9M reactions from USPTO patents (1976-2016). Predict the product of the given reaction. (1) Given the reactants [CH2:1]([O:3][C:4]([C:6]1[CH:7]=[N:8][N:9]([C:11]2[N:15]([CH2:16][O:17][CH2:18][CH2:19][O:20][CH3:21])[C:14]3[CH:22]=[C:23]([S:30][CH2:31][CH3:32])[C:24]([C:26]([F:29])([F:28])[F:27])=[CH:25][C:13]=3[N:12]=2)[CH:10]=1)=[O:5])[CH3:2].CO.[OH:35][O:36][S:37]([O-:39])=O.[K+].S([O-])(O[O-])(=O)=O.[K+].[K+].[CH3:49][CH2:50]OC(C)=O, predict the reaction product. The product is: [CH2:1]([O:3][C:4]([C:6]1[CH:7]=[N:8][N:9]([C:11]2[N:15]([CH2:16][O:17][CH2:18][CH2:19][O:20][CH3:21])[C:14]3[CH:22]=[C:23]([S:30]([CH2:31][CH3:32])=[O:35])[C:24]([C:26]([F:29])([F:27])[F:28])=[CH:25][C:13]=3[N:12]=2)[CH:10]=1)=[O:5])[CH3:2].[CH2:1]([O:3][C:4]([C:6]1[CH:7]=[N:8][N:9]([C:11]2[N:15]([CH2:16][O:17][CH2:18][CH2:19][O:20][CH3:21])[C:14]3[CH:22]=[C:23]([S:37]([CH2:49][CH3:50])(=[O:39])=[O:36])[C:24]([C:26]([F:28])([F:29])[F:27])=[CH:25][C:13]=3[N:12]=2)[CH:10]=1)=[O:5])[CH3:2]. (2) Given the reactants [Cl:1][C:2]1[N:3]=[C:4]([N:12]2[CH2:17][CH2:16][O:15][CH2:14][CH2:13]2)[C:5]2[N:10]=[C:9](I)[S:8][C:6]=2[N:7]=1.[CH3:18][S:19]([C:22]1[CH:23]=[C:24](B(O)O)[CH:25]=[CH:26][CH:27]=1)(=[O:21])=[O:20], predict the reaction product. The product is: [Cl:1][C:2]1[N:3]=[C:4]([N:12]2[CH2:17][CH2:16][O:15][CH2:14][CH2:13]2)[C:5]2[N:10]=[C:9]([C:26]3[CH:25]=[CH:24][CH:23]=[C:22]([S:19]([CH3:18])(=[O:21])=[O:20])[CH:27]=3)[S:8][C:6]=2[N:7]=1.